Dataset: Catalyst prediction with 721,799 reactions and 888 catalyst types from USPTO. Task: Predict which catalyst facilitates the given reaction. (1) Reactant: [Cl:1][C:2]1[C:3]([CH2:31][N:32]2[CH2:37][CH2:36][CH2:35][C@@H:34]([NH:38]C(=O)OC(C)(C)C)[CH2:33]2)=[C:4]([C:27]([F:30])([F:29])[F:28])[CH:5]=[C:6]2[C:11]=1[NH:10][C:9](=[O:12])[N:8]([CH2:13][C:14]1[CH:19]=[C:18]([CH3:20])[CH:17]=[CH:16][C:15]=1[S:21]([CH2:24][CH3:25])(=[O:23])=[O:22])[C:7]2=[O:26]. Product: [NH2:38][C@@H:34]1[CH2:35][CH2:36][CH2:37][N:32]([CH2:31][C:3]2[C:2]([Cl:1])=[C:11]3[C:6]([C:7](=[O:26])[N:8]([CH2:13][C:14]4[CH:19]=[C:18]([CH3:20])[CH:17]=[CH:16][C:15]=4[S:21]([CH2:24][CH3:25])(=[O:22])=[O:23])[C:9](=[O:12])[NH:10]3)=[CH:5][C:4]=2[C:27]([F:28])([F:29])[F:30])[CH2:33]1. The catalyst class is: 1. (2) Reactant: [Cl:1][C:2]1[CH:3]=[CH:4][C:5]([N:20]2[C:24]([Cl:25])=[C:23]([Cl:26])[N:22]=[C:21]2[CH:27]2OCC[O:28]2)=[C:6]([C:8]([C:10]2[CH:15]=[CH:14][CH:13]=[C:12]([O:16][CH3:17])[C:11]=2[O:18][CH3:19])=[O:9])[CH:7]=1.Cl(O)(=O)(=O)=O.C(OCC)(=O)C.CCCCCC. Product: [Cl:26][C:23]1[N:22]=[C:21]([CH:27]=[O:28])[N:20]([C:5]2[CH:4]=[CH:3][C:2]([Cl:1])=[CH:7][C:6]=2[C:8](=[O:9])[C:10]2[CH:15]=[CH:14][CH:13]=[C:12]([O:16][CH3:17])[C:11]=2[O:18][CH3:19])[C:24]=1[Cl:25]. The catalyst class is: 30.